This data is from Catalyst prediction with 721,799 reactions and 888 catalyst types from USPTO. The task is: Predict which catalyst facilitates the given reaction. (1) Reactant: C[O:2][C:3]([C:5]1[C:9]([NH2:10])=[CH:8][N:7]([CH:11]2[CH2:16][CH2:15][CH2:14][CH2:13][O:12]2)[N:6]=1)=[O:4].[OH-].[Na+].Cl[C:20]([O:22][CH2:23][C:24]1[CH:29]=[CH:28][CH:27]=[CH:26][CH:25]=1)=[O:21]. Product: [CH2:23]([O:22][C:20]([NH:10][C:9]1[C:5]([C:3]([OH:2])=[O:4])=[N:6][N:7]([CH:11]2[CH2:16][CH2:15][CH2:14][CH2:13][O:12]2)[CH:8]=1)=[O:21])[C:24]1[CH:29]=[CH:28][CH:27]=[CH:26][CH:25]=1. The catalyst class is: 12. (2) Reactant: Br[C:2]1[S:6][C:5]([CH:7]=[O:8])=[CH:4][CH:3]=1.[F:9][C:10]([F:19])([F:18])[C:11]1[CH:16]=[CH:15][C:14]([OH:17])=[CH:13][CH:12]=1.C(=O)([O-])[O-].[K+].[K+].Cl. Product: [F:9][C:10]([F:18])([F:19])[C:11]1[CH:16]=[CH:15][C:14]([O:17][C:2]2[S:6][C:5]([CH:7]=[O:8])=[CH:4][CH:3]=2)=[CH:13][CH:12]=1. The catalyst class is: 9. (3) Reactant: [I:1][C:2]1[CH:7]=[CH:6][C:5]([NH2:8])=[CH:4][CH:3]=1.CC(O)=O.[C:13]([O:17][C:18](=[O:28])[NH:19][CH:20]1[CH2:25][CH2:24][CH:23]([CH:26]=O)[CH2:22][CH2:21]1)([CH3:16])([CH3:15])[CH3:14].[BH-](OC(C)=O)(OC(C)=O)OC(C)=O.[Na+]. Product: [C:13]([O:17][C:18](=[O:28])[NH:19][C@H:20]1[CH2:21][CH2:22][C@H:23]([CH2:26][NH:8][C:5]2[CH:6]=[CH:7][C:2]([I:1])=[CH:3][CH:4]=2)[CH2:24][CH2:25]1)([CH3:16])([CH3:14])[CH3:15]. The catalyst class is: 158. (4) Reactant: [Cl:1][C:2]1[C:7]([F:8])=[CH:6][CH:5]=[C:4]([Cl:9])[C:3]=1[CH:10]([O:12][C:13]1[C:14]([NH2:32])=[N:15][CH:16]=[C:17]([C:19]2[CH:20]=[N:21][N:22]([CH2:24][CH:25]3[CH2:29][O:28]C(C)(C)[O:26]3)[CH:23]=2)[CH:18]=1)[CH3:11].C(O)(C(F)(F)F)=O. Product: [NH2:32][C:14]1[N:15]=[CH:16][C:17]([C:19]2[CH:20]=[N:21][N:22]([CH2:24][CH:25]([OH:26])[CH2:29][OH:28])[CH:23]=2)=[CH:18][C:13]=1[O:12][CH:10]([C:3]1[C:4]([Cl:9])=[CH:5][CH:6]=[C:7]([F:8])[C:2]=1[Cl:1])[CH3:11]. The catalyst class is: 6. (5) Reactant: [C:1]1([CH3:4])[CH:2]=[CH:1][C:4]([CH3:3])=[CH:3][CH:2]=1.[CH3:9][CH2:10][CH2:11][CH2:12][N:13]1C=[N+](C)C=C1.[Br-].[NH3:20].[C:21](O)(=[O:31])[C:22]1[CH:30]=[CH:29][C:25]([C:26]([OH:28])=[O:27])=[CH:24][CH:23]=1. Product: [CH3:1][C:29]1[CH:30]=[CH:22][CH:23]=[CH:24][C:25]=1[C:26]([OH:28])=[O:27].[C:10]1([CH3:9])[C:11]([C:12]([NH2:13])=[O:27])=[CH:1][CH:2]=[CH:3][CH:4]=1.[C:21]([NH2:20])(=[O:31])[C:22]1[CH:30]=[CH:29][C:25]([C:26]([OH:28])=[O:27])=[CH:24][CH:23]=1. The catalyst class is: 86. (6) Reactant: Cl[C:2]1[N:7]=[C:6]([N:8]2[CH2:13][CH2:12][CH:11](OC3C=C4C(=CC=3)[C@H](CC(OCC)=O)CC4)[CH2:10][CH2:9]2)[C:5]([CH3:30])=[CH:4][N:3]=1.[CH2:31]([C:33]1[CH:38]=[CH:37][C:36](B(O)O)=[CH:35][CH:34]=1)[CH3:32].[C:42]([O-:45])([O-])=[O:43].[Na+].[Na+].[Li+].[OH-].[C:50]1([CH3:56])[CH:55]=[CH:54][CH:53]=[CH:52][CH:51]=1. Product: [CH2:31]([C:33]1[CH:38]=[CH:37][C:36]([C:2]2[N:7]=[C:6]([N:8]3[CH2:9][CH2:10][CH:11]([CH2:56][C:50]4[CH:55]=[C:54]5[C:53](=[CH:52][CH:51]=4)[C@H:11]([CH2:12][C:42]([OH:45])=[O:43])[CH2:10][CH2:9]5)[CH2:12][CH2:13]3)[C:5]([CH3:30])=[CH:4][N:3]=2)=[CH:35][CH:34]=1)[CH3:32]. The catalyst class is: 819.